From a dataset of Forward reaction prediction with 1.9M reactions from USPTO patents (1976-2016). Predict the product of the given reaction. (1) Given the reactants [C:1]([O:4][CH2:5][CH2:6][C:7]1[S:8][CH:9]=[C:10]([CH2:12][CH2:13][OH:14])[CH:11]=1)(=[O:3])[CH3:2].C(N(CC)CC)C.[CH3:22][S:23](Cl)(=[O:25])=[O:24], predict the reaction product. The product is: [C:1]([O:4][CH2:5][CH2:6][C:7]1[S:8][CH:9]=[C:10]([CH2:12][CH2:13][O:14][S:23]([CH3:22])(=[O:25])=[O:24])[CH:11]=1)(=[O:3])[CH3:2]. (2) Given the reactants [C:1]1([S:7]([N:10]2[C:14]3[N:15]=[CH:16][N:17]=[C:18]([N:19]4[CH2:24][CH2:23][CH:22]([NH2:25])[CH2:21][CH2:20]4)[C:13]=3[CH:12]=[C:11]2[C:26]2[CH:27]=[N:28][N:29]([CH3:31])[CH:30]=2)(=[O:9])=[O:8])[CH:6]=[CH:5][CH:4]=[CH:3][CH:2]=1.O1CCCC1.[H-].[Na+].[F:39][C:40]([F:53])([F:52])[O:41][C:42]1[CH:47]=[CH:46][C:45]([S:48](Cl)(=[O:50])=[O:49])=[CH:44][CH:43]=1, predict the reaction product. The product is: [C:1]1([S:7]([N:10]2[C:14]3[N:15]=[CH:16][N:17]=[C:18]([N:19]4[CH2:24][CH2:23][CH:22]([NH:25][S:48]([C:45]5[CH:44]=[CH:43][C:42]([O:41][C:40]([F:39])([F:52])[F:53])=[CH:47][CH:46]=5)(=[O:50])=[O:49])[CH2:21][CH2:20]4)[C:13]=3[CH:12]=[C:11]2[C:26]2[CH:27]=[N:28][N:29]([CH3:31])[CH:30]=2)(=[O:9])=[O:8])[CH:2]=[CH:3][CH:4]=[CH:5][CH:6]=1. (3) Given the reactants [Cl:1][C:2]1[CH:7]=[CH:6][CH:5]=[CH:4][C:3]=1[CH:8]=[CH:9][C:10]1[N:11]([CH2:15][CH2:16][CH2:17][O:18][CH2:19][CH2:20][O:21][CH3:22])[CH:12]=[CH:13][CH:14]=1.[C:23]1(=[O:29])[NH:27][C:26](=[O:28])[CH:25]=[CH:24]1, predict the reaction product. The product is: [Cl:1][C:2]1[CH:7]=[CH:6][CH:5]=[CH:4][C:3]=1[CH:8]1[CH2:9][C:10]2[N:11]([CH2:15][CH2:16][CH2:17][O:18][CH2:19][CH2:20][O:21][CH3:22])[CH:12]=[CH:13][C:14]=2[CH:24]2[CH:25]1[C:26](=[O:28])[NH:27][C:23]2=[O:29].